This data is from Catalyst prediction with 721,799 reactions and 888 catalyst types from USPTO. The task is: Predict which catalyst facilitates the given reaction. (1) Reactant: [F:1][C:2]1[CH:3]=[C:4]([CH:18]=[CH:19][C:20]=1[NH:21][C:22]([NH:24][C:25]1[CH:30]=[C:29]([CH3:31])[CH:28]=[CH:27][C:26]=1[F:32])=[O:23])[O:5][C:6]1[CH:11]=[CH:10][N:9]=[C:8]2[CH:12]=[C:13]([C:15](O)=[O:16])[S:14][C:7]=12.CN(C(ON1N=NC2C=CC=NC1=2)=[N+](C)C)C.F[P-](F)(F)(F)(F)F.C(N(CC)C(C)C)(C)C.[C:66]([NH:73][CH2:74][CH2:75][CH2:76][NH2:77])([O:68][C:69]([CH3:72])([CH3:71])[CH3:70])=[O:67].Cl. Product: [F:1][C:2]1[CH:3]=[C:4]([CH:18]=[CH:19][C:20]=1[NH:21][C:22]([NH:24][C:25]1[CH:30]=[C:29]([CH3:31])[CH:28]=[CH:27][C:26]=1[F:32])=[O:23])[O:5][C:6]1[CH:11]=[CH:10][N:9]=[C:8]2[CH:12]=[C:13]([C:15]([NH:77][CH2:76][CH2:75][CH2:74][NH:73][C:66](=[O:67])[O:68][C:69]([CH3:71])([CH3:70])[CH3:72])=[O:16])[S:14][C:7]=12. The catalyst class is: 47. (2) Reactant: Cl[C:2]1[CH:9]=[CH:8][C:5]([CH:6]=[O:7])=[CH:4][CH:3]=1.[CH3:10][O:11][C:12]1[CH:17]=[CH:16][C:15](B(O)O)=[CH:14][CH:13]=1.[F-].[K+]. Product: [CH:6]([C:5]1[CH:8]=[CH:9][C:2]([C:15]2[CH:16]=[CH:17][C:12]([O:11][CH3:10])=[CH:13][CH:14]=2)=[CH:3][CH:4]=1)=[O:7]. The catalyst class is: 1. (3) Reactant: [NH:1]1[CH:9]=[C:7]([CH3:8])[C:5](=[O:6])[NH:4][C:2]1=[O:3].I[C@H:11]1[C@H:18]2[CH2:19][C@H:14]([CH2:15][C:16](=[O:20])[NH:17]2)[CH2:13][CH2:12]1.C([O-])([O-])=O.[K+].[K+]. Product: [O:20]=[C:16]1[CH2:15][C@H:14]2[CH2:19][C@H:18]([C@H:11]([N:1]3[CH:9]=[C:7]([CH3:8])[C:5](=[O:6])[NH:4][C:2]3=[O:3])[CH2:12][CH2:13]2)[NH:17]1. The catalyst class is: 16. (4) The catalyst class is: 21. Reactant: [OH:1][C:2]1[CH:11]=[C:10]2[C:5]([CH:6]=[CH:7][C:8]([C:12]#[N:13])=[CH:9]2)=[CH:4][CH:3]=1.C(=O)([O-])[O-].[Cs+].[Cs+].Br[CH:21]([CH2:33][CH3:34])[C:22]([NH:24][C:25]([CH3:32])([CH3:31])[CH2:26][O:27][CH2:28][O:29][CH3:30])=[O:23]. Product: [C:12]([C:8]1[CH:9]=[C:10]2[C:5]([CH:4]=[CH:3][C:2]([O:1][CH:21]([CH2:33][CH3:34])[C:22]([NH:24][C:25]([CH3:32])([CH3:31])[CH2:26][O:27][CH2:28][O:29][CH3:30])=[O:23])=[CH:11]2)=[CH:6][CH:7]=1)#[N:13]. (5) Reactant: [OH-].[Na+].C1(S([N:12]2[C:20]3[CH:19]=[CH:18][N:17]=[C:16]([C:21]4[N:22]=[C:23]([N:41]5[CH2:46][CH2:45][O:44][CH2:43][CH2:42]5)[C:24]5[N:29]=[C:28]([CH2:30][N:31]6[CH2:34][CH:33]([N:35]7[CH2:40][CH2:39][O:38][CH2:37][CH2:36]7)[CH2:32]6)[S:27][C:25]=5[N:26]=4)[C:15]=3[CH:14]=[CH:13]2)(=O)=O)C=CC=CC=1. Product: [O:44]1[CH2:45][CH2:46][N:41]([C:23]2[C:24]3[N:29]=[C:28]([CH2:30][N:31]4[CH2:34][CH:33]([N:35]5[CH2:40][CH2:39][O:38][CH2:37][CH2:36]5)[CH2:32]4)[S:27][C:25]=3[N:26]=[C:21]([C:16]3[C:15]4[CH:14]=[CH:13][NH:12][C:20]=4[CH:19]=[CH:18][N:17]=3)[N:22]=2)[CH2:42][CH2:43]1. The catalyst class is: 12.